This data is from Full USPTO retrosynthesis dataset with 1.9M reactions from patents (1976-2016). The task is: Predict the reactants needed to synthesize the given product. (1) Given the product [Cl:1][C:2]1[N:7]=[CH:6][C:5]2[CH2:8][N:9]([C:10]3[C:11]([F:22])=[C:12]([CH:17]=[C:18]([O:20][CH3:21])[CH:19]=3)[C:13]([NH:15][CH3:16])=[O:14])[C:34](=[O:36])[N:23]([CH2:24][CH3:25])[C:4]=2[CH:3]=1, predict the reactants needed to synthesize it. The reactants are: [Cl:1][C:2]1[N:7]=[CH:6][C:5]([CH2:8][NH:9][C:10]2[C:11]([F:22])=[C:12]([CH:17]=[C:18]([O:20][CH3:21])[CH:19]=2)[C:13]([NH:15][CH3:16])=[O:14])=[C:4]([NH:23][CH2:24][CH3:25])[CH:3]=1.CCN(CC)CC.Cl[C:34](Cl)([O:36]C(=O)OC(Cl)(Cl)Cl)Cl.[OH-].[Na+].O. (2) Given the product [S:13]1[CH:14]=[CH:15][CH:16]=[C:12]1[C:10]([NH:9][CH2:8][C:7]([OH:17])=[O:6])=[O:11], predict the reactants needed to synthesize it. The reactants are: O[Li].O.C([O:6][C:7](=[O:17])[CH2:8][NH:9][C:10]([C:12]1[S:13][CH:14]=[CH:15][CH:16]=1)=[O:11])C.C1COCC1.O.